From a dataset of Catalyst prediction with 721,799 reactions and 888 catalyst types from USPTO. Predict which catalyst facilitates the given reaction. (1) Reactant: [CH3:1][N:2]([CH3:49])[CH2:3][C:4]([N:6]1[C:15]2[C:10](=[CH:11][C:12]([O:46][CH2:47][CH3:48])=[C:13]([NH:16][C:17]3[N:30]4[C:21](=[N:22][C:23]5[C:28]([C:29]4=[O:31])=[C:27]([F:32])[CH:26]=[CH:25][CH:24]=5)[C:20]4[CH:33]=[CH:34][N:35]([S:36]([C:39]5[CH:44]=[CH:43][C:42]([CH3:45])=[CH:41][CH:40]=5)(=[O:38])=[O:37])[C:19]=4[N:18]=3)[CH:14]=2)[CH2:9][CH2:8][CH2:7]1)=[O:5].[CH3:50][NH2:51]. Product: [CH3:49][N:2]([CH3:1])[CH2:3][C:4]([N:6]1[C:15]2[C:10](=[CH:11][C:12]([O:46][CH2:47][CH3:48])=[C:13]([NH:16][C:17]3[N:30]=[C:21]([NH:22][C:23]4[CH:24]=[CH:25][CH:26]=[C:27]([F:32])[C:28]=4[C:29]([NH:51][CH3:50])=[O:31])[C:20]4[CH:33]=[CH:34][N:35]([S:36]([C:39]5[CH:40]=[CH:41][C:42]([CH3:45])=[CH:43][CH:44]=5)(=[O:37])=[O:38])[C:19]=4[N:18]=3)[CH:14]=2)[CH2:9][CH2:8][CH2:7]1)=[O:5]. The catalyst class is: 7. (2) Reactant: [Cl:1][C:2]1[CH:7]=[C:6]([CH:8]([CH3:10])[CH3:9])[C:5]([OH:11])=[C:4]([N+:12]([O-])=O)[C:3]=1[CH3:15].C(OCC)(=O)C. Product: [NH2:12][C:4]1[C:3]([CH3:15])=[C:2]([Cl:1])[CH:7]=[C:6]([CH:8]([CH3:9])[CH3:10])[C:5]=1[OH:11]. The catalyst class is: 183. (3) Reactant: [NH:1]1[C:10]2[C:5](=[CH:6][CH:7]=[CH:8][CH:9]=2)[CH:4]([C:11]([OH:13])=[O:12])[CH2:3][CH2:2]1.[C:14](Cl)(=[O:23])[C:15]1[CH:20]=[CH:19][C:18]([O:21][CH3:22])=[CH:17][CH:16]=1.C(N(C(C)C)CC)(C)C. Product: [CH3:22][O:21][C:18]1[CH:19]=[CH:20][C:15]([C:14]([N:1]2[C:10]3[C:5](=[CH:6][CH:7]=[CH:8][CH:9]=3)[CH:4]([C:11]([OH:13])=[O:12])[CH2:3][CH2:2]2)=[O:23])=[CH:16][CH:17]=1. The catalyst class is: 7. (4) Reactant: [F:1][CH:2]([F:31])[N:3]1[N:19]=[CH:18][C:17]2[NH:16][C:15](=[O:20])[C@H:14]([CH3:21])[CH2:13][CH2:12][CH2:11][C@H:10]([NH:22]C(=O)OC(C)(C)C)[C:9]3[CH:30]=[C:5]([CH:6]=[N:7][CH:8]=3)[C:4]1=2.O1CCOCC1.CO. Product: [NH2:22][C@@H:10]1[C:9]2[CH:30]=[C:5]([CH:6]=[N:7][CH:8]=2)[C:4]2[N:3]([CH:2]([F:1])[F:31])[N:19]=[CH:18][C:17]=2[NH:16][C:15](=[O:20])[C@H:14]([CH3:21])[CH2:13][CH2:12][CH2:11]1. The catalyst class is: 33. (5) Reactant: [CH3:1][C:2]1[N:6]([C:7]2[CH:15]=[CH:14][C:10]([C:11]([OH:13])=O)=[CH:9][CH:8]=2)[C:5]2[CH:16]=[CH:17][CH:18]=[CH:19][C:4]=2[N:3]=1.[C:20]([N:27]1[CH2:31][CH2:30][C@@H:29]([NH2:32])[CH2:28]1)([O:22][C:23]([CH3:26])([CH3:25])[CH3:24])=[O:21].CN1CCOCC1.F[B-](F)(F)F.N1(OC(N(C)C)=[N+](C)C)C2C=CC=CC=2N=N1. Product: [C:23]([O:22][C:20]([N:27]1[CH2:31][CH2:30][C@@H:29]([NH:32][C:11](=[O:13])[C:10]2[CH:9]=[CH:8][C:7]([N:6]3[C:5]4[CH:16]=[CH:17][CH:18]=[CH:19][C:4]=4[N:3]=[C:2]3[CH3:1])=[CH:15][CH:14]=2)[CH2:28]1)=[O:21])([CH3:26])([CH3:24])[CH3:25]. The catalyst class is: 7. (6) Reactant: Br[C:2]1[CH:7]=[CH:6][CH:5]=[C:4]([Br:8])[N:3]=1.CC1(C)C(C)(C)OB([C:17]2[CH:24]=[CH:23][CH:22]=[CH:21][C:18]=2[C:19]#[N:20])O1.P([O-])([O-])([O-])=O.[K+].[K+].[K+]. Product: [Br:8][C:4]1[N:3]=[C:2]([C:17]2[CH:24]=[CH:23][CH:22]=[CH:21][C:18]=2[C:19]#[N:20])[CH:7]=[CH:6][CH:5]=1. The catalyst class is: 128. (7) Reactant: [CH3:1][C:2]1[C:7]([CH:8]=[O:9])=[CH:6][CH:5]=[CH:4][C:3]=1[C:10]1[C:15]([CH3:16])=[CH:14][C:13]([O:17]C2CCCCO2)=[CH:12][C:11]=1[CH3:24].Cl. Product: [OH:17][C:13]1[CH:14]=[C:15]([CH3:16])[C:10]([C:3]2[CH:4]=[CH:5][CH:6]=[C:7]([CH:8]=[O:9])[C:2]=2[CH3:1])=[C:11]([CH3:24])[CH:12]=1. The catalyst class is: 1.